Dataset: Full USPTO retrosynthesis dataset with 1.9M reactions from patents (1976-2016). Task: Predict the reactants needed to synthesize the given product. (1) Given the product [F:1][C:2]([F:19])([F:18])[CH2:3][CH2:4][CH:5]([C:7]1[CH:17]=[CH:16][C:10]([C:11]([O:13][CH2:14][CH3:15])=[O:12])=[CH:9][CH:8]=1)[NH:33][C:30]1[CH:31]=[N:32][C:27]([N:25]2[CH:26]=[C:22]([C:21]([F:35])([F:34])[F:20])[CH:23]=[N:24]2)=[CH:28][CH:29]=1, predict the reactants needed to synthesize it. The reactants are: [F:1][C:2]([F:19])([F:18])[CH2:3][CH2:4][C:5]([C:7]1[CH:17]=[CH:16][C:10]([C:11]([O:13][CH2:14][CH3:15])=[O:12])=[CH:9][CH:8]=1)=O.[F:20][C:21]([F:35])([F:34])[C:22]1[CH:23]=[N:24][N:25]([C:27]2[N:32]=[CH:31][C:30]([NH2:33])=[CH:29][CH:28]=2)[CH:26]=1.[B][B][B][B][B][B][B][B][B][B]. (2) Given the product [NH2:26][C:8]1[N:7]=[C:6]([O:5][CH2:1][CH2:2][CH2:3][CH3:4])[N:14]=[C:13]2[C:9]=1[NH:10][C:11](=[O:24])[N:12]2[CH2:15][CH2:16][CH2:17][CH:18]1[CH2:23][CH2:22][CH2:21][CH2:20][N:19]1[CH2:28][CH:29]1[CH2:33][CH2:32][CH2:31][CH2:30]1, predict the reactants needed to synthesize it. The reactants are: [CH2:1]([O:5][C:6]1[N:14]=[C:13]2[C:9]([N:10]=[C:11]([O:24]C)[N:12]2[CH2:15][CH2:16][CH2:17][CH:18]2[CH2:23][CH2:22][CH2:21][CH2:20][NH:19]2)=[C:8]([NH2:26])[N:7]=1)[CH2:2][CH2:3][CH3:4].I[CH2:28][CH:29]1[CH2:33][CH2:32][CH2:31][CH2:30]1. (3) Given the product [NH2:7][C:11]1[CH:12]=[C:13]([C:2]2[CH:3]=[CH:4][C:5]3[C:9]([CH:10]=2)=[N:8][N:7]([C:11]2[CH:16]=[CH:15][C:14]([F:17])=[CH:13][CH:12]=2)[C:6]=3[C:18]([NH:20][CH3:21])=[O:19])[CH:14]=[CH:15][CH:16]=1, predict the reactants needed to synthesize it. The reactants are: Br[C:2]1[CH:3]=[CH:4][C:5]2[C:9]([CH:10]=1)=[N:8][N:7]([C:11]1[CH:16]=[CH:15][C:14]([F:17])=[CH:13][CH:12]=1)[C:6]=2[C:18]([NH:20][CH3:21])=[O:19].B(O)O.C(=O)([O-])[O-].[Cs+].[Cs+]. (4) Given the product [CH2:1]([O:3][C:4](=[O:24])[CH2:5][C:6]1[C:14]2[C:9](=[CH:10][CH:11]=[C:12]([CH2:15][N:26]([CH3:27])[CH3:25])[CH:13]=2)[NH:8][C:7]=1[C:20]([F:23])([F:22])[F:21])[CH3:2], predict the reactants needed to synthesize it. The reactants are: [CH2:1]([O:3][C:4](=[O:24])[CH2:5][C:6]1[C:14]2[C:9](=[CH:10][CH:11]=[C:12]([CH2:15]Br)[CH:13]=2)[N:8](C(=O)C)[C:7]=1[C:20]([F:23])([F:22])[F:21])[CH3:2].[CH3:25][NH:26][CH3:27]. (5) Given the product [CH2:10]([O:9][C:7]([N:1]1[CH2:6][CH2:5][N:4]([CH2:23][C:24]([F:27])([F:26])[F:25])[CH2:3][CH2:2]1)=[O:8])[C:11]1[CH:16]=[CH:15][CH:14]=[CH:13][CH:12]=1, predict the reactants needed to synthesize it. The reactants are: [N:1]1([C:7]([O:9][CH2:10][C:11]2[CH:16]=[CH:15][CH:14]=[CH:13][CH:12]=2)=[O:8])[CH2:6][CH2:5][NH:4][CH2:3][CH2:2]1.FC(F)(F)S(O[CH2:23][C:24]([F:27])([F:26])[F:25])(=O)=O.C(N(CC)CC)C.C(=O)(O)[O-].[Na+]. (6) Given the product [F:24][C:9]([F:8])([F:25])[C:10]1[O:14][N:13]=[C:12]([C:15]2[CH:16]=[C:17]([CH:21]=[CH:22][CH:23]=2)[C:18]([NH:1][CH2:2][CH2:3][C:4]([O:6][CH3:7])=[O:5])=[O:19])[N:11]=1, predict the reactants needed to synthesize it. The reactants are: [NH2:1][CH2:2][CH2:3][C:4]([O:6][CH3:7])=[O:5].[F:8][C:9]([F:25])([F:24])[C:10]1[O:14][N:13]=[C:12]([C:15]2[CH:16]=[C:17]([CH:21]=[CH:22][CH:23]=2)[C:18](O)=[O:19])[N:11]=1. (7) The reactants are: [F:1][C:2]1[CH:3]=[C:4]([CH:6]=[C:7]([F:9])[CH:8]=1)[NH2:5].C([O-])([O-])=O.[Cs+].[Cs+].Cl[C:17]1[CH:22]=[C:21]([N:23]([CH:31]2[CH2:33][CH2:32]2)C(=O)OCCCC)[N:20]2[N:34]=[CH:35][C:36]([CH:37]=[O:38])=[C:19]2[N:18]=1.C1C=CC(P(C2C(C3C(P(C4C=CC=CC=4)C4C=CC=CC=4)=CC=C4C=3C=CC=C4)=C3C(C=CC=C3)=CC=2)C2C=CC=CC=2)=CC=1. Given the product [CH:31]1([NH:23][C:21]2[N:20]3[N:34]=[CH:35][C:36]([CH:37]=[O:38])=[C:19]3[N:18]=[C:17]([NH:5][C:4]3[CH:3]=[C:2]([F:1])[CH:8]=[C:7]([F:9])[CH:6]=3)[CH:22]=2)[CH2:32][CH2:33]1, predict the reactants needed to synthesize it.